Task: Predict the product of the given reaction.. Dataset: Forward reaction prediction with 1.9M reactions from USPTO patents (1976-2016) (1) Given the reactants [F:1][C:2]1[C:9]([F:10])=[C:8](F)[C:7]([F:12])=[C:6]([F:13])[C:3]=1[C:4]#[N:5].[NH2:14][NH2:15].CCN(C(C)C)C(C)C, predict the reaction product. The product is: [F:1][C:2]1[C:9]([F:10])=[C:8]([NH:14][NH2:15])[C:7]([F:12])=[C:6]([F:13])[C:3]=1[C:4]#[N:5]. (2) Given the reactants C(OC(N1C2C=CC=CC=2N=C1CN(C[C:30](=C)[CH2:31][CH2:32][N:33]1[C:41](=[O:42])[C:40]2[C:35](=[CH:36][CH:37]=[CH:38][CH:39]=2)[C:34]1=[O:43])C1C2N=CC=CC=2CCC1)=O)(C)(C)C.O.NN.[CH2:48]([OH:50])[CH3:49], predict the reaction product. The product is: [OH:50][CH2:48][CH2:49][C:31](=[CH2:30])[CH2:32][N:33]1[C:34](=[O:43])[C:35]2[C:40](=[CH:39][CH:38]=[CH:37][CH:36]=2)[C:41]1=[O:42].